This data is from Forward reaction prediction with 1.9M reactions from USPTO patents (1976-2016). The task is: Predict the product of the given reaction. (1) Given the reactants C(O[CH:4](OCC)[CH2:5][O:6][C:7]1[CH:12]=[CH:11][C:10]([C:13]2[CH:18]=[CH:17][CH:16]=[CH:15][CH:14]=2)=[CH:9][CH:8]=1)C, predict the reaction product. The product is: [C:13]1([C:10]2[CH:9]=[CH:8][C:7]3[O:6][CH:5]=[CH:4][C:12]=3[CH:11]=2)[CH:18]=[CH:17][CH:16]=[CH:15][CH:14]=1. (2) Given the reactants [CH2:1]([O:3][C:4](=[O:32])[CH2:5][C:6]1[CH:7]=[N:8][CH:9]=[C:10]([C:12]2[CH:17]=[CH:16][C:15]([C:18]([F:21])([F:20])[F:19])=[CH:14][C:13]=2[CH2:22][NH:23][CH2:24][CH2:25][C:26]2[CH:31]=[CH:30][N:29]=[CH:28][CH:27]=2)[CH:11]=1)[CH3:2].[CH:33]1([C:36](Cl)=[O:37])[CH2:35][CH2:34]1, predict the reaction product. The product is: [CH2:1]([O:3][C:4](=[O:32])[CH2:5][C:6]1[CH:7]=[N:8][CH:9]=[C:10]([C:12]2[CH:17]=[CH:16][C:15]([C:18]([F:19])([F:20])[F:21])=[CH:14][C:13]=2[CH2:22][N:23]([C:36]([CH:33]2[CH2:35][CH2:34]2)=[O:37])[CH2:24][CH2:25][C:26]2[CH:31]=[CH:30][N:29]=[CH:28][CH:27]=2)[CH:11]=1)[CH3:2]. (3) Given the reactants [Br:1][C:2]1[CH:3]=[C:4]([C:8](=O)[CH3:9])[CH:5]=[N:6][CH:7]=1.[BH4-].[Na+].O.[NH3:14], predict the reaction product. The product is: [Br:1][C:2]1[CH:3]=[C:4]([CH:8]([NH2:14])[CH3:9])[CH:5]=[N:6][CH:7]=1. (4) Given the reactants [CH3:1][S:2][C:3]1[N:8]=[C:7]([S:9][CH3:10])[C:6]2=[N:11][CH:12]=[CH:13][N:5]2[N:4]=1.[Br:14]N1C(=O)CCC1=O, predict the reaction product. The product is: [Br:14][C:13]1[N:5]2[C:6]([C:7]([S:9][CH3:10])=[N:8][C:3]([S:2][CH3:1])=[N:4]2)=[N:11][CH:12]=1. (5) Given the reactants FC(F)(F)S(O[C:7]1[C:12]([CH2:13][C:14]([CH3:17])([CH3:16])[CH3:15])=[CH:11][C:10]([O:18][CH2:19][C:20]2[CH:25]=[CH:24][CH:23]=[CH:22][CH:21]=2)=[CH:9][N:8]=1)(=O)=O.[F:28][C:29]1[CH:34]=[CH:33][C:32]([O:35][CH3:36])=[CH:31][C:30]=1B(O)O.C(=O)([O-])[O-].[Na+].[Na+].O, predict the reaction product. The product is: [CH2:19]([O:18][C:10]1[CH:11]=[C:12]([CH2:13][C:14]([CH3:15])([CH3:16])[CH3:17])[C:7]([C:30]2[CH:31]=[C:32]([O:35][CH3:36])[CH:33]=[CH:34][C:29]=2[F:28])=[N:8][CH:9]=1)[C:20]1[CH:21]=[CH:22][CH:23]=[CH:24][CH:25]=1.